The task is: Predict the reactants needed to synthesize the given product.. This data is from Full USPTO retrosynthesis dataset with 1.9M reactions from patents (1976-2016). (1) Given the product [ClH:2].[F:17][C:18]1[CH:57]=[CH:56][C:21]([CH2:22][N:23]2[C:32](=[O:33])[C:31]3[C:26](=[CH:27][CH:28]=[C:29]([C:34]([C:36]4[N:40]5[CH:41]=[CH:42][CH:43]=[CH:44][C:39]5=[C:38]([C:45]5[CH:46]=[C:47]([CH:51]=[CH:52][CH:53]=5)[C:48]([O:50][CH2:3][CH2:4][N:5]5[CH2:10][CH2:9][O:8][CH2:7][CH2:6]5)=[O:49])[N:37]=4)=[O:35])[CH:30]=3)[N:25]([CH3:54])[C:24]2=[O:55])=[CH:20][CH:19]=1, predict the reactants needed to synthesize it. The reactants are: Cl.[Cl:2][CH2:3][CH2:4][N:5]1[CH2:10][CH2:9][O:8][CH2:7][CH2:6]1.C(=O)([O-])[O-].[K+].[K+].[F:17][C:18]1[CH:57]=[CH:56][C:21]([CH2:22][N:23]2[C:32](=[O:33])[C:31]3[C:26](=[CH:27][CH:28]=[C:29]([C:34]([C:36]4[N:40]5[CH:41]=[CH:42][CH:43]=[CH:44][C:39]5=[C:38]([C:45]5[CH:46]=[C:47]([CH:51]=[CH:52][CH:53]=5)[C:48]([OH:50])=[O:49])[N:37]=4)=[O:35])[CH:30]=3)[N:25]([CH3:54])[C:24]2=[O:55])=[CH:20][CH:19]=1.O. (2) Given the product [CH2:34]([O:33][C:31]([C:30]1[C:29]([CH3:36])=[N:1][C:2]2[C:3]([C:26]=1[NH2:27])=[C:4]([O:5][CH2:6][CH:7]1[CH2:8][CH2:9][NH:10][CH2:11][CH2:12]1)[CH:23]=[CH:24][CH:25]=2)=[O:32])[CH3:35], predict the reactants needed to synthesize it. The reactants are: [NH2:1][C:2]1[C:3]([C:26]#[N:27])=[C:4]([CH:23]=[CH:24][CH:25]=1)[O:5][CH2:6][CH:7]1[CH2:12][CH2:11][N:10](C(OCC2C=CC=CC=2)=O)[CH2:9][CH2:8]1.O=[C:29]([CH3:36])[CH2:30][C:31]([O:33][CH2:34][CH3:35])=[O:32]. (3) Given the product [CH2:34]([CH:33]([N:30]1[C:28]2[N:29]=[C:24]([NH:1][C:2]3[CH:3]=[CH:4][C:5]([N:8]4[CH2:9][CH2:10][CH:17]([C:18](=[O:21])[CH3:19])[CH2:12][CH2:13]4)=[CH:6][CH:7]=3)[N:25]=[CH:26][C:27]=2[CH:32]=[CH:31]1)[CH2:36][CH3:37])[CH3:35], predict the reactants needed to synthesize it. The reactants are: [NH2:1][C:2]1[CH:7]=[CH:6][C:5]([N:8]2[CH2:13][CH2:12]N(C(=O)C)[CH2:10][CH2:9]2)=[CH:4][CH:3]=1.[CH3:17][C:18]([O-:21])(C)[CH3:19].[Na+].Cl[C:24]1[N:25]=[CH:26][C:27]2[CH:32]=[CH:31][N:30]([CH:33]([CH2:36][CH3:37])[CH2:34][CH3:35])[C:28]=2[N:29]=1.C1C=CC(P(C2C(C3C(P(C4C=CC=CC=4)C4C=CC=CC=4)=CC=C4C=3C=CC=C4)=C3C(C=CC=C3)=CC=2)C2C=CC=CC=2)=CC=1. (4) Given the product [NH:1]1[C:2]2[C:3](=[N:4][CH:5]=[CH:6][CH:7]=2)[CH:8]=[CH:9][C:10]1=[O:12], predict the reactants needed to synthesize it. The reactants are: [NH2:1][C:2]1[C:3](/[CH:8]=[CH:9]/[C:10]([O:12]C)=O)=[N:4][CH:5]=[CH:6][CH:7]=1.C[O-].[Na+].